Task: Regression. Given two drug SMILES strings and cell line genomic features, predict the synergy score measuring deviation from expected non-interaction effect.. Dataset: NCI-60 drug combinations with 297,098 pairs across 59 cell lines Drug 1: CC1C(C(=O)NC(C(=O)N2CCCC2C(=O)N(CC(=O)N(C(C(=O)O1)C(C)C)C)C)C(C)C)NC(=O)C3=C4C(=C(C=C3)C)OC5=C(C(=O)C(=C(C5=N4)C(=O)NC6C(OC(=O)C(N(C(=O)CN(C(=O)C7CCCN7C(=O)C(NC6=O)C(C)C)C)C)C(C)C)C)N)C. Drug 2: C1CN(P(=O)(OC1)NCCCl)CCCl. Cell line: MCF7. Synergy scores: CSS=8.25, Synergy_ZIP=-2.89, Synergy_Bliss=0.561, Synergy_Loewe=-12.4, Synergy_HSA=-3.36.